From a dataset of Full USPTO retrosynthesis dataset with 1.9M reactions from patents (1976-2016). Predict the reactants needed to synthesize the given product. (1) Given the product [NH:12]1[C:16]2[CH:17]=[CH:18][CH:19]=[CH:20][C:15]=2[N:14]=[C:13]1[C:21]1[CH:22]=[C:23]([NH:24][C:6](=[O:8])[C:5]2[CH:9]=[CH:10][C:2]([C:34]3[CH:33]=[N:32][C:31]([O:30][CH3:29])=[CH:36][CH:35]=3)=[CH:3][C:4]=2[CH3:11])[CH:25]=[CH:26][C:27]=1[Cl:28], predict the reactants needed to synthesize it. The reactants are: Br[C:2]1[CH:10]=[CH:9][C:5]([C:6]([OH:8])=O)=[C:4]([CH3:11])[CH:3]=1.[NH:12]1[C:16]2[CH:17]=[CH:18][CH:19]=[CH:20][C:15]=2[N:14]=[C:13]1[C:21]1[CH:22]=[C:23]([CH:25]=[CH:26][C:27]=1[Cl:28])[NH2:24].[CH3:29][O:30][C:31]1[CH:36]=[CH:35][C:34](B(O)O)=[CH:33][N:32]=1. (2) Given the product [CH3:16][N:2]([CH3:1])/[CH:3]=[C:4](\[F:18])/[C:5]([C:7]1[N:11]([CH:12]([CH3:13])[CH3:14])[C:10]([CH3:15])=[N:9][CH:8]=1)=[O:6], predict the reactants needed to synthesize it. The reactants are: [CH3:1][N:2]([CH3:16])/[CH:3]=[CH:4]/[C:5]([C:7]1[N:11]([CH:12]([CH3:14])[CH3:13])[C:10]([CH3:15])=[N:9][CH:8]=1)=[O:6].[B-](F)(F)(F)[F:18].[B-](F)(F)(F)F.C1[N+]2(CCl)CC[N+](F)(CC2)C1. (3) Given the product [CH3:5][O:6][C:7](=[O:32])[CH2:8][C:9]1[CH:10]=[CH:11][C:12]([O:15][C:16]2[C:17]3[CH2:31][CH2:30][CH2:29][C:18]=3[N:19]=[C:20]([C:22]3[CH:23]=[CH:24][C:25]([OH:28])=[C:26]([Br:33])[CH:27]=3)[N:21]=2)=[CH:13][CH:14]=1, predict the reactants needed to synthesize it. The reactants are: [Cl-].[Al+3].[Cl-].[Cl-].[CH3:5][O:6][C:7](=[O:32])[CH2:8][C:9]1[CH:14]=[CH:13][C:12]([O:15][C:16]2[C:17]3[CH2:31][CH2:30][CH2:29][C:18]=3[N:19]=[C:20]([C:22]3[CH:27]=[CH:26][C:25]([OH:28])=[CH:24][CH:23]=3)[N:21]=2)=[CH:11][CH:10]=1.[Br:33]Br.S([O-])([O-])(=O)=S.[Na+].[Na+]. (4) Given the product [NH2:22][C:10]1[CH:11]=[C:12]([CH:20]=[CH:21][C:9]=1[NH:8][CH2:7][CH:1]1[CH2:6][CH2:5][CH2:4][CH2:3][CH2:2]1)[C:13]([N:15]([CH2:18][CH3:19])[CH2:16][CH3:17])=[O:14], predict the reactants needed to synthesize it. The reactants are: [CH:1]1([CH2:7][NH:8][C:9]2[CH:21]=[CH:20][C:12]([C:13]([N:15]([CH2:18][CH3:19])[CH2:16][CH3:17])=[O:14])=[CH:11][C:10]=2[N+:22]([O-])=O)[CH2:6][CH2:5][CH2:4][CH2:3][CH2:2]1.